Dataset: Reaction yield outcomes from USPTO patents with 853,638 reactions. Task: Predict the reaction yield, written as a fraction of the theoretical maximum amount of product (1.0 means a 100% yield; for example, 0.34 means a 34% yield). (1) The reactants are FC1C=C(CN)C=NC=1.[N:10]1[CH:15]=[CH:14][C:13]([CH2:16][NH2:17])=[N:12][CH:11]=1.[CH:18]1([CH2:21][N:22]2[CH2:26][CH2:25][N:24]([C:27]3[S:28][C:29]([C:33](O)=[O:34])=[C:30]([CH3:32])[N:31]=3)[C:23]2=[O:36])[CH2:20][CH2:19]1. No catalyst specified. The product is [CH:18]1([CH2:21][N:22]2[CH2:26][CH2:25][N:24]([C:27]3[S:28][C:29]([C:33]([NH:17][CH2:16][C:13]4[CH:14]=[CH:15][N:10]=[CH:11][N:12]=4)=[O:34])=[C:30]([CH3:32])[N:31]=3)[C:23]2=[O:36])[CH2:19][CH2:20]1. The yield is 0.650. (2) The reactants are [NH2:1][C:2]1[CH:3]=[CH:4][C:5]([Cl:17])=[C:6](/[CH:8]=[CH:9]/[C:10]([N:12]([CH2:15][CH3:16])[CH2:13][CH3:14])=[O:11])[CH:7]=1.[H][H]. The catalyst is C(OCC)(=O)C.[Pt]. The product is [NH2:1][C:2]1[CH:3]=[CH:4][C:5]([Cl:17])=[C:6]([CH2:8][CH2:9][C:10]([N:12]([CH2:13][CH3:14])[CH2:15][CH3:16])=[O:11])[CH:7]=1. The yield is 0.830.